From a dataset of Catalyst prediction with 721,799 reactions and 888 catalyst types from USPTO. Predict which catalyst facilitates the given reaction. (1) Reactant: Cl[CH2:2][CH2:3][CH2:4][CH2:5][CH2:6][CH2:7][CH2:8][CH2:9][OH:10].[CH2:11](CN)[C:12]1[CH:17]=[CH:16][CH:15]=[CH:14][CH:13]=1.C(=O)([O-])[O-].[Na+].[Na+].[I-].[Na+].[C:28](#[N:30])C. Product: [CH2:11]([N:30]([CH2:2][CH2:3][CH2:4][CH2:5][CH2:6][CH2:7][CH2:8][CH2:9][OH:10])[CH3:28])[C:12]1[CH:13]=[CH:14][CH:15]=[CH:16][CH:17]=1. The catalyst class is: 237. (2) Reactant: [CH2:1]([CH:3]1[N:12]2[C:7](=[CH:8][C:9](=[O:18])[C:10]([C:13]([O:15]CC)=[O:14])=[CH:11]2)[C:6]2[CH:19]=[C:20]([O:27][CH3:28])[C:21]([O:23][CH2:24][CH2:25][OH:26])=[CH:22][C:5]=2[CH2:4]1)[CH3:2].[OH-].[Na+].Cl. Product: [CH2:1]([CH:3]1[N:12]2[C:7](=[CH:8][C:9](=[O:18])[C:10]([C:13]([OH:15])=[O:14])=[CH:11]2)[C:6]2[CH:19]=[C:20]([O:27][CH3:28])[C:21]([O:23][CH2:24][CH2:25][OH:26])=[CH:22][C:5]=2[CH2:4]1)[CH3:2]. The catalyst class is: 1. (3) Reactant: [OH:1][C:2]1[CH:3]=[C:4]([CH:7]=[CH:8][C:9]=1[I:10])[CH:5]=[O:6].[CH2:11](Br)[C:12]1[CH:17]=[CH:16][CH:15]=[CH:14][CH:13]=1.C(=O)([O-])[O-].[K+].[K+]. Product: [CH2:11]([O:1][C:2]1[CH:3]=[C:4]([CH:7]=[CH:8][C:9]=1[I:10])[CH:5]=[O:6])[C:12]1[CH:17]=[CH:16][CH:15]=[CH:14][CH:13]=1. The catalyst class is: 21. (4) Reactant: Cl.Cl.[C:3]([C:7]1[CH:12]=[CH:11][CH:10]=[CH:9][C:8]=1[N:13]1[CH2:18][CH2:17][NH:16][CH2:15][CH2:14]1)([CH3:6])([CH3:5])[CH3:4].[C:19]([O:23][C:24](=[O:35])[CH2:25][CH2:26][C:27]1[O:31][CH:30]=[N:29][C:28]=1[C:32](O)=[O:33])([CH3:22])([CH3:21])[CH3:20].C(N(CC)CC)C.CCN=C=NCCCN(C)C.C1C=CC2N(O)N=NC=2C=1. Product: [C:3]([C:7]1[CH:12]=[CH:11][CH:10]=[CH:9][C:8]=1[N:13]1[CH2:18][CH2:17][N:16]([C:32]([C:28]2[N:29]=[CH:30][O:31][C:27]=2[CH2:26][CH2:25][C:24]([O:23][C:19]([CH3:22])([CH3:21])[CH3:20])=[O:35])=[O:33])[CH2:15][CH2:14]1)([CH3:6])([CH3:4])[CH3:5]. The catalyst class is: 23. (5) Reactant: [CH:1]1([CH2:4][N:5]([CH2:15][CH2:16][CH3:17])[C:6]2[N:11]=[CH:10][N:9]=[C:8]([C:12]([OH:14])=O)[CH:7]=2)[CH2:3][CH2:2]1.C(N(C(C)C)CC)(C)C.ClC(OC)=O.[N:32]1([C:37]2[CH:38]=[C:39]([CH:41]=[CH:42][CH:43]=2)[NH2:40])[CH:36]=[N:35][CH:34]=[N:33]1. Product: [CH:1]1([CH2:4][N:5]([CH2:15][CH2:16][CH3:17])[C:6]2[N:11]=[CH:10][N:9]=[C:8]([C:12]([NH:40][C:39]3[CH:41]=[CH:42][CH:43]=[C:37]([N:32]4[CH:36]=[N:35][CH:34]=[N:33]4)[CH:38]=3)=[O:14])[CH:7]=2)[CH2:2][CH2:3]1. The catalyst class is: 2. (6) Reactant: [F:1][C:2]1[CH:3]=[C:4]([C:8]2[C:16]3[C:11](=[CH:12][C:13]([O:19][CH3:20])=[C:14]([C:17]#N)[CH:15]=3)[NH:10][N:9]=2)[CH:5]=[CH:6][CH:7]=1.[OH2:21].S(=O)(=O)(O)[OH:23]. Product: [F:1][C:2]1[CH:3]=[C:4]([C:8]2[C:16]3[C:11](=[CH:12][C:13]([O:19][CH3:20])=[C:14]([C:17]([OH:23])=[O:21])[CH:15]=3)[NH:10][N:9]=2)[CH:5]=[CH:6][CH:7]=1. The catalyst class is: 15. (7) Reactant: I[CH2:2][C@H:3]1[CH2:7][CH2:6][N:5]([C@@H:8]([C:10]2[CH:15]=[CH:14][CH:13]=[CH:12][CH:11]=2)[CH3:9])[C@H:4]1[C:16]([O:18][CH3:19])=[O:17].[N-:20]=[N+:21]=[N-:22].[Na+]. Product: [N:20]([CH2:2][C@H:3]1[CH2:7][CH2:6][N:5]([C@@H:8]([C:10]2[CH:15]=[CH:14][CH:13]=[CH:12][CH:11]=2)[CH3:9])[C@H:4]1[C:16]([O:18][CH3:19])=[O:17])=[N+:21]=[N-:22]. The catalyst class is: 42. (8) Reactant: [CH2:1]1[O:26][C:25]2[CH:24]=[CH:23][C:5]([CH2:6][NH:7][C:8]3[C:9]4[S:16][C:15]([C:17]5[CH:18]=[N:19][CH:20]=[CH:21][CH:22]=5)=[CH:14][C:10]=4[N:11]=[CH:12][N:13]=3)=[CH:4][C:3]=2[O:2]1.[CH3:27]I.[H-].[Na+]. Product: [CH2:1]1[O:26][C:25]2[CH:24]=[CH:23][C:5]([CH2:6][N:7]([CH3:27])[C:8]3[C:9]4[S:16][C:15]([C:17]5[CH:18]=[N:19][CH:20]=[CH:21][CH:22]=5)=[CH:14][C:10]=4[N:11]=[CH:12][N:13]=3)=[CH:4][C:3]=2[O:2]1. The catalyst class is: 1. (9) Reactant: [C:1](O)([C:14]1[CH:19]=[CH:18][CH:17]=[CH:16][CH:15]=1)([C:8]1[CH:13]=[CH:12][CH:11]=[CH:10][CH:9]=1)[C:2]1[CH:7]=[CH:6][CH:5]=[CH:4][CH:3]=1.[C:21]1([C:23](=[CH:25][CH:26]=[CH:27][CH:28]=1)[OH:24])[OH:22].C(Cl)(C1C=CC=CC=1)(C1C=CC=CC=1)C1C=CC=CC=1.[Cl-]. Product: [C:1]([C:26]1[CH:25]=[C:23]([OH:24])[C:21]([OH:22])=[CH:28][CH:27]=1)([C:14]1[CH:19]=[CH:18][CH:17]=[CH:16][CH:15]=1)([C:8]1[CH:13]=[CH:12][CH:11]=[CH:10][CH:9]=1)[C:2]1[CH:7]=[CH:6][CH:5]=[CH:4][CH:3]=1. The catalyst class is: 15. (10) Reactant: [Cl:1][C:2]1[CH:3]=[C:4]([CH:8]=[C:9]([O:11][Si:12]([C:15]([CH3:18])([CH3:17])[CH3:16])([CH3:14])[CH3:13])[CH:10]=1)[C:5]([OH:7])=O.C(N(CC)CC)C.O=C1N(P(Cl)(N2CCOC2=O)=O)CCO1.[CH2:41]([NH:44][CH:45]1[CH2:49][CH2:48][CH2:47][CH2:46]1)[CH:42]=[CH2:43]. Product: [Cl:1][C:2]1[CH:3]=[C:4]([C:5]([N:44]([CH:45]2[CH2:49][CH2:48][CH2:47][CH2:46]2)[CH2:41][CH:42]=[CH2:43])=[O:7])[CH:8]=[C:9]([O:11][Si:12]([C:15]([CH3:18])([CH3:17])[CH3:16])([CH3:14])[CH3:13])[CH:10]=1. The catalyst class is: 2.